This data is from Full USPTO retrosynthesis dataset with 1.9M reactions from patents (1976-2016). The task is: Predict the reactants needed to synthesize the given product. (1) Given the product [OH:3][CH:4]([C:25]1[C:34]2[C:29](=[CH:30][CH:31]=[C:32]([O:35][CH3:36])[CH:33]=2)[N:28]=[CH:27][C:26]=1[Cl:37])[CH2:5][CH2:6][CH:7]1[CH2:12][CH2:11][N:10]([CH2:13][CH2:14][S:15][C:16]2[S:17][CH:18]=[CH:19][CH:20]=2)[CH2:9][CH:8]1[C:21]([OH:23])=[O:22], predict the reactants needed to synthesize it. The reactants are: [OH-].[Na+].[OH:3][CH:4]([C:25]1[C:34]2[C:29](=[CH:30][CH:31]=[C:32]([O:35][CH3:36])[CH:33]=2)[N:28]=[CH:27][C:26]=1[Cl:37])[CH2:5][CH2:6][CH:7]1[CH2:12][CH2:11][N:10]([CH2:13][CH2:14][S:15][C:16]2[S:17][CH:18]=[CH:19][CH:20]=2)[CH2:9][CH:8]1[C:21]([O:23]C)=[O:22]. (2) The reactants are: [Br:1][C:2]1[CH:3]=[CH:4][C:5](F)=[C:6]([C:8]([C:10]2[CH:15]=[CH:14][CH:13]=[C:12]([O:16][CH3:17])[C:11]=2[CH3:18])=[O:9])[CH:7]=1.Cl.[CH3:21][O:22][C:23]1[CH:30]=[C:29]([O:31][CH3:32])[CH:28]=[CH:27][C:24]=1[CH2:25][NH2:26].C(=O)([O-])[O-].[K+].[K+]. Given the product [Br:1][C:2]1[CH:3]=[CH:4][C:5]([NH:26][CH2:25][C:24]2[CH:27]=[CH:28][C:29]([O:31][CH3:32])=[CH:30][C:23]=2[O:22][CH3:21])=[C:6]([C:8]([C:10]2[CH:15]=[CH:14][CH:13]=[C:12]([O:16][CH3:17])[C:11]=2[CH3:18])=[O:9])[CH:7]=1, predict the reactants needed to synthesize it. (3) Given the product [Cl:23][C:24]1[CH:29]=[CH:28][C:27]([NH:30][C:31]([N:17]2[CH2:18][CH2:19][N:14]([CH2:13][CH2:12][CH2:11][C:10]([N:8]3[CH2:7][CH2:6][C:3]4([CH2:5][CH2:4]4)[C@H:2]([OH:1])[CH2:9]3)=[O:22])[C:15](=[O:21])[C@@H:16]2[CH3:20])=[O:32])=[CH:26][C:25]=1[O:33][C:34]([F:35])([F:37])[F:36], predict the reactants needed to synthesize it. The reactants are: [OH:1][C@@H:2]1[CH2:9][N:8]([C:10](=[O:22])[CH2:11][CH2:12][CH2:13][N:14]2[CH2:19][CH2:18][NH:17][C@@H:16]([CH3:20])[C:15]2=[O:21])[CH2:7][CH2:6][C:3]21[CH2:5][CH2:4]2.[Cl:23][C:24]1[CH:29]=[CH:28][C:27]([N:30]=[C:31]=[O:32])=[CH:26][C:25]=1[O:33][C:34]([F:37])([F:36])[F:35]. (4) Given the product [C:4]([O:3][C:1]([N:8]1[CH2:13][CH2:12][C:11](=[N:22][NH:21][C:16]2[CH:17]=[CH:18][CH:19]=[CH:20][N:15]=2)[CH2:10][CH2:9]1)=[O:2])([CH3:7])([CH3:6])[CH3:5], predict the reactants needed to synthesize it. The reactants are: [C:1]([N:8]1[CH2:13][CH2:12][CH2:11][CH2:10][C:9]1=O)([O:3][C:4]([CH3:7])([CH3:6])[CH3:5])=[O:2].[N:15]1[CH:20]=[CH:19][CH:18]=[CH:17][C:16]=1[NH:21][NH2:22].Cl. (5) Given the product [OH:20][C@H:17]1[CH2:18][CH2:19][C@@:14]([C@H:13]2[CH2:12][CH2:11][C@@:10]3([CH3:31])[C@@H:6]([CH2:7][CH2:8][C:9]3=[CH2:32])[C@@H:5]2[OH:4])([CH3:30])[C@@H:15]([CH2:21][CH2:22][N:23]2[CH2:24][CH2:25][N:26]([CH3:29])[CH2:27][CH2:28]2)[CH2:16]1, predict the reactants needed to synthesize it. The reactants are: C([O:4][C@@H:5]1[C@@H:13]([C@@:14]2([CH3:30])[CH2:19][CH2:18][C@H:17]([OH:20])[CH2:16][C@@H:15]2[CH2:21][CH2:22][N:23]2[CH2:28][CH2:27][N:26]([CH3:29])[CH2:25][CH2:24]2)[CH2:12][CH2:11][C@@:10]2([CH3:31])[C@H:6]1[CH2:7][CH2:8][C:9]2=[CH2:32])(=O)C.[H-].[H-].[H-].[H-].[Li+].[Al+3].